Predict the product of the given reaction. From a dataset of Forward reaction prediction with 1.9M reactions from USPTO patents (1976-2016). (1) Given the reactants C(SC1C=C(O)C(=O)NC=1)C1C=CC=CC=1.COC[O:20][C:21]1[C:22](=[O:38])[N:23](COC)[CH:24]=[C:25]([S:27][CH2:28][C:29]2[CH:30]=[N:31][CH:32]=[CH:33][CH:34]=2)[CH:26]=1, predict the reaction product. The product is: [OH:20][C:21]1[C:22](=[O:38])[NH:23][CH:24]=[C:25]([S:27][CH2:28][C:29]2[CH:30]=[N:31][CH:32]=[CH:33][CH:34]=2)[CH:26]=1. (2) The product is: [CH3:33][O:34][C:35]1[C:40]([NH:41][S:42]([CH3:45])(=[O:44])=[O:43])=[CH:39][C:38]([C:2]2[CH:10]=[C:9]3[C:5]([CH:6]=[N:7][N:8]3[S:11]([C:14]3[CH:19]=[CH:18][CH:17]=[CH:16][CH:15]=3)(=[O:13])=[O:12])=[C:4]([C:20]3[O:21][C:22]([CH2:25][N:26]4[CH2:32][CH2:31][CH2:30][O:29][CH2:28][CH2:27]4)=[N:23][N:24]=3)[CH:3]=2)=[CH:37][N:36]=1. Given the reactants Br[C:2]1[CH:10]=[C:9]2[C:5]([CH:6]=[N:7][N:8]2[S:11]([C:14]2[CH:19]=[CH:18][CH:17]=[CH:16][CH:15]=2)(=[O:13])=[O:12])=[C:4]([C:20]2[O:21][C:22]([CH2:25][N:26]3[CH2:32][CH2:31][CH2:30][O:29][CH2:28][CH2:27]3)=[N:23][N:24]=2)[CH:3]=1.[CH3:33][O:34][C:35]1[C:40]([NH:41][S:42]([CH3:45])(=[O:44])=[O:43])=[CH:39][C:38](B2OC(C)(C)C(C)(C)O2)=[CH:37][N:36]=1.[O-]P([O-])([O-])=O.[K+].[K+].[K+].O, predict the reaction product. (3) The product is: [C:24]1(=[O:34])[NH:28][C:27](=[O:29])[C:26]2=[CH:30][CH:31]=[CH:32][CH:33]=[C:25]12.[CH2:22]([OH:23])[CH2:21][O:20][CH2:19][CH2:18][O:17][CH2:16][CH2:15][O:14][CH2:13][CH2:12][OH:11]. Given the reactants S([O:11][CH2:12][CH2:13][O:14][CH2:15][CH2:16][O:17][CH2:18][CH2:19][O:20][CH2:21][CH2:22][OH:23])(C1C=CC(C)=CC=1)(=O)=O.[C:24]1(=[O:34])[NH:28][C:27](=[O:29])[C:26]2=[CH:30][CH:31]=[CH:32][CH:33]=[C:25]12.N12CCCN=C1CCCCC2, predict the reaction product. (4) Given the reactants [CH:1](=[O:6])[CH2:2][CH:3]([CH3:5])[CH3:4].C[C:8]1(C)[O:13]C(=O)CC(=O)[O:9]1.[CH2:17](NCCC)[CH2:18][CH3:19].C(=O)([O-])[O-:25].[K+].[K+].Cl, predict the reaction product. The product is: [CH2:4]([CH:3]([CH2:5][C:8]([OH:13])=[O:9])[CH2:2][C:1]([OH:25])=[O:6])[CH:18]([CH3:19])[CH3:17].